This data is from Forward reaction prediction with 1.9M reactions from USPTO patents (1976-2016). The task is: Predict the product of the given reaction. Given the reactants C[CH:2]1[CH2:6][O:5][C:4](=O)[C:3]1=[O:8].[C:9]([O-])(=O)C.C(O)(=O)C.[NH:17]1[CH2:21][CH2:20][CH2:19][CH2:18]1, predict the reaction product. The product is: [CH3:9][C:6]1[O:5][CH2:4][C:3](=[O:8])[C:2]=1[N:17]1[CH2:21][CH2:20][CH2:19][CH2:18]1.